Dataset: Forward reaction prediction with 1.9M reactions from USPTO patents (1976-2016). Task: Predict the product of the given reaction. (1) Given the reactants [NH2:1][CH2:2][CH2:3][CH2:4][CH2:5][N:6]1[C:18]2[C:17]3[CH:16]=[CH:15][CH:14]=[CH:13][C:12]=3[N:11]=[C:10]([NH2:19])[C:9]=2[N:8]=[CH:7]1.[N:20]1[C:29]2[C:24](=[CH:25][C:26]([C:30](O)=[O:31])=[CH:27][CH:28]=2)[CH:23]=[CH:22][CH:21]=1, predict the reaction product. The product is: [NH2:19][C:10]1[C:9]2[N:8]=[CH:7][N:6]([CH2:5][CH2:4][CH2:3][CH2:2][NH:1][C:30]([C:26]3[CH:25]=[C:24]4[C:29](=[CH:28][CH:27]=3)[N:20]=[CH:21][CH:22]=[CH:23]4)=[O:31])[C:18]=2[C:17]2[CH:16]=[CH:15][CH:14]=[CH:13][C:12]=2[N:11]=1. (2) Given the reactants [O:1]1[C:5]2([CH2:10][CH2:9][NH:8][CH2:7][CH2:6]2)[O:4][CH2:3][CH2:2]1.[CH2:11]([N:13](C(C)C)C(C)C)C.O, predict the reaction product. The product is: [O:1]1[C:5]2([CH2:10][CH2:9][N:8]([C:11]#[N:13])[CH2:7][CH2:6]2)[O:4][CH2:3][CH2:2]1. (3) Given the reactants C[O:2][C:3]([C:5]1[S:6][C:7]([C:10]2[CH:15]=[CH:14][CH:13]=[CH:12][C:11]=2[NH:16][C:17]([C:19]2[CH:20]=[C:21]([C:25]3[CH:30]=[CH:29][C:28]([O:31][CH3:32])=[CH:27][C:26]=3[O:33][CH3:34])[CH:22]=[CH:23][CH:24]=2)=[O:18])=[CH:8][CH:9]=1)=[O:4].C1COCC1, predict the reaction product. The product is: [CH3:34][O:33][C:26]1[CH:27]=[C:28]([O:31][CH3:32])[CH:29]=[CH:30][C:25]=1[C:21]1[CH:22]=[CH:23][CH:24]=[C:19]([C:17]([NH:16][C:11]2[CH:12]=[CH:13][CH:14]=[CH:15][C:10]=2[C:7]2[S:6][C:5]([C:3]([OH:4])=[O:2])=[CH:9][CH:8]=2)=[O:18])[CH:20]=1.